From a dataset of Catalyst prediction with 721,799 reactions and 888 catalyst types from USPTO. Predict which catalyst facilitates the given reaction. (1) Reactant: [CH3:1][O:2][C:3]1[CH:4]=[C:5]([CH2:13][CH2:14][C:15](Cl)=[O:16])[CH:6]=[CH:7][C:8]=1[O:9][CH2:10][C:11]#[CH:12].[F:18][C:19]1[CH:20]=[C:21]([CH:24]=[CH:25][C:26]=1[C:27]([F:30])([F:29])[F:28])[CH2:22][NH2:23].C(N(CC)CC)C.O1CCCC1. Product: [F:18][C:19]1[CH:20]=[C:21]([CH:24]=[CH:25][C:26]=1[C:27]([F:28])([F:29])[F:30])[CH2:22][NH:23][C:15](=[O:16])[CH2:14][CH2:13][C:5]1[CH:6]=[CH:7][C:8]([O:9][CH2:10][C:11]#[CH:12])=[C:3]([O:2][CH3:1])[CH:4]=1. The catalyst class is: 6. (2) Reactant: Br[C:2]1[C:11]2[C:6](=[CH:7][C:8]([C:12]([O:14]C)=[O:13])=[CH:9][CH:10]=2)[C:5]([C:16]2[C:21]([F:22])=[CH:20][C:19]([F:23])=[CH:18][C:17]=2[F:24])=[N:4][CH:3]=1.[CH3:25]B1OB(C)OB(C)O1.C(=O)([O-])[O-].[Na+].[Na+].O1CCOCC1. Product: [CH3:25][C:2]1[C:11]2[C:6](=[CH:7][C:8]([C:12]([OH:14])=[O:13])=[CH:9][CH:10]=2)[C:5]([C:16]2[C:17]([F:24])=[CH:18][C:19]([F:23])=[CH:20][C:21]=2[F:22])=[N:4][CH:3]=1. The catalyst class is: 535.